This data is from NCI-60 drug combinations with 297,098 pairs across 59 cell lines. The task is: Regression. Given two drug SMILES strings and cell line genomic features, predict the synergy score measuring deviation from expected non-interaction effect. Drug 1: COC1=C(C=C2C(=C1)N=CN=C2NC3=CC(=C(C=C3)F)Cl)OCCCN4CCOCC4. Cell line: U251. Synergy scores: CSS=22.5, Synergy_ZIP=-9.59, Synergy_Bliss=-2.26, Synergy_Loewe=-1.34, Synergy_HSA=0.217. Drug 2: C1=CN(C(=O)N=C1N)C2C(C(C(O2)CO)O)O.Cl.